Dataset: Retrosynthesis with 50K atom-mapped reactions and 10 reaction types from USPTO. Task: Predict the reactants needed to synthesize the given product. (1) Given the product CC1(C)CCCC(COc2cc(F)c(C(=O)O)cc2C2CC2)C1, predict the reactants needed to synthesize it. The reactants are: CC1(C)CCCC(COc2cc(F)c(C(=O)OC(C)(C)C)cc2C2CC2)C1. (2) Given the product Brc1cnc(Nc2nc(C3CCNCC3)cs2)c(Oc2ccccc2)c1, predict the reactants needed to synthesize it. The reactants are: CC(C)(C)OC(=O)N1CCC(c2csc(Nc3ncc(Br)cc3Oc3ccccc3)n2)CC1. (3) Given the product CC(C)C(=O)Nc1cccc(C2CCN(CCCCNC(=O)c3cccc(Cl)c3)CC2)c1, predict the reactants needed to synthesize it. The reactants are: CC(C)C(=O)Nc1cccc(C2CCN(CCCCN)CC2)c1.O=C(Cl)c1cccc(Cl)c1. (4) Given the product Cc1cncc(-c2cc3c(cn2)cnn3-c2cc(N3CCC[C@H](N)C3)c(=O)n(C)c2)n1, predict the reactants needed to synthesize it. The reactants are: Cc1cncc(-c2cc3c(cn2)cnn3-c2cc(N3CCC[C@H](NC(=O)OC(C)(C)C)C3)c(=O)n(C)c2)n1. (5) Given the product N#Cc1ccncc1NC(=O)Cc1nc2ccccc2[nH]1, predict the reactants needed to synthesize it. The reactants are: CCOC(=O)Cc1nc2ccccc2[nH]1.N#Cc1ccncc1N. (6) Given the product COc1ccc([N+](=O)[O-])c(N)c1, predict the reactants needed to synthesize it. The reactants are: C[O-].Nc1cc(Cl)ccc1[N+](=O)[O-]. (7) Given the product CNCCCN1Cc2ccccc2N(c2ccc(C)cc2)S1(=O)=O, predict the reactants needed to synthesize it. The reactants are: CN.Cc1ccc(N2c3ccccc3CN(CCCCl)S2(=O)=O)cc1. (8) Given the product Cc1c(Cl)cnc(N)c1N, predict the reactants needed to synthesize it. The reactants are: Cc1c(Cl)cnc(N)c1[N+](=O)[O-]. (9) Given the product CCn1ccc(-c2cc(C(=O)O)nn2-c2ccc(C)nc2)c1, predict the reactants needed to synthesize it. The reactants are: CCOC(=O)c1cc(-c2ccn(CC)c2)n(-c2ccc(C)nc2)n1. (10) Given the product COc1ccc(CN(c2ncns2)S(=O)(=O)c2ccc3c(-c4cc(-c5ccncc5)cc(C(F)(F)F)c4)cn(C)c3c2)c(OC)c1, predict the reactants needed to synthesize it. The reactants are: COc1ccc(CN(c2ncns2)S(=O)(=O)c2ccc3c(-c4cc(Br)cc(C(F)(F)F)c4)cn(C)c3c2)c(OC)c1.OB(O)c1ccncc1.